This data is from Forward reaction prediction with 1.9M reactions from USPTO patents (1976-2016). The task is: Predict the product of the given reaction. (1) Given the reactants [N:1]1[C:5]2[CH:6]=[CH:7][C:8]([NH2:10])=[CH:9][C:4]=2[NH:3][CH:2]=1.[CH3:11][N:12]([CH3:21])[C:13]1[CH:20]=[CH:19][C:16]([CH:17]=O)=[CH:15][CH:14]=1.[BH4-].[Na+].[OH-].[Na+], predict the reaction product. The product is: [CH3:11][N:12]([CH3:21])[C:13]1[CH:20]=[CH:19][C:16]([CH2:17][NH:10][C:8]2[CH:7]=[CH:6][C:5]3[NH:1][CH:2]=[N:3][C:4]=3[CH:9]=2)=[CH:15][CH:14]=1. (2) Given the reactants C(Cl)(=O)C(Cl)=O.CS(C)=O.[CH3:11][O:12][C:13](=[O:20])[C:14]([CH3:19])([CH3:18])[CH2:15][CH2:16][OH:17].C(N(CC)CC)C, predict the reaction product. The product is: [CH3:11][O:12][C:13](=[O:20])[C:14]([CH3:19])([CH3:18])[CH2:15][CH:16]=[O:17]. (3) Given the reactants Cl[CH2:2][C:3]([NH:5][C:6]1[CH:11]=[CH:10][CH:9]=[C:8]([CH:12]([C:24]2[C:33]([OH:34])=[C:32]3[C:27]([CH:28]=[CH:29][CH:30]=[N:31]3)=[C:26]([Cl:35])[CH:25]=2)[NH:13][C:14](=[O:23])[CH2:15][O:16][C:17]2[CH:22]=[CH:21][CH:20]=[CH:19][CH:18]=2)[CH:7]=1)=[O:4].[CH3:36][NH:37][CH3:38], predict the reaction product. The product is: [Cl:35][C:26]1[CH:25]=[C:24]([CH:12]([NH:13][C:14](=[O:23])[CH2:15][O:16][C:17]2[CH:22]=[CH:21][CH:20]=[CH:19][CH:18]=2)[C:8]2[CH:7]=[C:6]([NH:5][C:3](=[O:4])[CH2:2][N:37]([CH3:38])[CH3:36])[CH:11]=[CH:10][CH:9]=2)[C:33]([OH:34])=[C:32]2[C:27]=1[CH:28]=[CH:29][CH:30]=[N:31]2.